This data is from Full USPTO retrosynthesis dataset with 1.9M reactions from patents (1976-2016). The task is: Predict the reactants needed to synthesize the given product. (1) The reactants are: [O:1]=[C:2]([C:9]1[CH:14]=[C:13]([F:15])[C:12]([F:16])=[C:11]([F:17])[C:10]=1[F:18])[CH2:3][C:4]([O:6][CH2:7][CH3:8])=[O:5].[CH3:19]C(OC(C)=O)=O.C(OCC)(OCC)OCC.[NH2:36][C:37]1([CH2:41][CH:42]([OH:44])[CH3:43])[CH2:40][CH2:39][CH2:38]1. Given the product [OH:44][CH:42]([CH3:43])[CH2:41][C:37]1([NH:36][CH:19]=[C:3]([C:2](=[O:1])[C:9]2[CH:14]=[C:13]([F:15])[C:12]([F:16])=[C:11]([F:17])[C:10]=2[F:18])[C:4]([O:6][CH2:7][CH3:8])=[O:5])[CH2:40][CH2:39][CH2:38]1, predict the reactants needed to synthesize it. (2) The reactants are: [Cl:1][C:2]1[CH:3]=[C:4]([C:14]2[N:15]=[C:16]([CH:27]3[CH2:29][CH2:28]3)[S:17][C:18]=2[C:19]2[CH:24]=[CH:23][N:22]=[C:21]([S:25][CH3:26])[N:20]=2)[C:5]([F:13])=[C:6]([NH:8][S:9]([CH3:12])(=[O:11])=[O:10])[CH:7]=1.C1C=C(Cl)C=C(C(OO)=[O:38])C=1. Given the product [Cl:1][C:2]1[CH:3]=[C:4]([C:14]2[N:15]=[C:16]([CH:27]3[CH2:29][CH2:28]3)[S:17][C:18]=2[C:19]2[CH:24]=[CH:23][N:22]=[C:21]([S:25]([CH3:26])=[O:38])[N:20]=2)[C:5]([F:13])=[C:6]([NH:8][S:9]([CH3:12])(=[O:11])=[O:10])[CH:7]=1, predict the reactants needed to synthesize it. (3) Given the product [C:50]([O:31][CH2:30][CH2:29][CH2:28][N:8]1[C:7](=[O:32])[NH:6][C:10]([C:11]2[C:19]3[C:14](=[N:15][CH:16]=[CH:17][CH:18]=3)[N:13]([CH2:20][C:21]3[CH:26]=[CH:25][CH:24]=[CH:23][C:22]=3[F:27])[N:12]=2)=[N:9]1)(=[O:52])[CH3:51], predict the reactants needed to synthesize it. The reactants are: COC1C=C(OC)C=CC=1C[N:6]1[C:10]([C:11]2[C:19]3[C:14](=[N:15][CH:16]=[CH:17][CH:18]=3)[N:13]([CH2:20][C:21]3[CH:26]=[CH:25][CH:24]=[CH:23][C:22]=3[F:27])[N:12]=2)=[N:9][N:8]([CH2:28][CH2:29][CH2:30][OH:31])[C:7]1=[O:32].S(=O)(=O)(O)O.C(=O)([O-])[O-].[Na+].[Na+].[C:50](O)(=[O:52])[CH3:51]. (4) Given the product [C:1]([NH:4][CH:5]([CH2:12][CH:20]1[CH2:21][CH2:22][CH2:23][C:19]1=[O:29])[C:6]([O:8][CH2:9][CH2:10][CH3:11])=[O:7])(=[O:3])[CH3:2], predict the reactants needed to synthesize it. The reactants are: [C:1]([NH:4][C@@H:5]([CH2:12]Cl)[C:6]([O:8][CH2:9][CH2:10][CH3:11])=[O:7])(=[O:3])[CH3:2].N1([C:19]2[CH2:23][CH2:22][CH2:21][CH:20]=2)CCCC1.CN(C)CC.[OH2:29]. (5) Given the product [CH2:1]([O:8][C:9]1[CH:17]=[C:16]2[C:12]([CH:13]=[CH:14][NH:15]2)=[C:11]([CH3:21])[CH:10]=1)[C:2]1[CH:3]=[CH:4][CH:5]=[CH:6][CH:7]=1, predict the reactants needed to synthesize it. The reactants are: [CH2:1]([O:8][C:9]1[CH:17]=[C:16]2[C:12]([CH:13]=[C:14](C(O)=O)[NH:15]2)=[C:11]([CH3:21])[CH:10]=1)[C:2]1[CH:7]=[CH:6][CH:5]=[CH:4][CH:3]=1. (6) Given the product [ClH:17].[NH:12]1[CH2:13][CH2:14][CH2:15][CH2:16][C@H:11]1[C:9]([NH2:8])=[O:10], predict the reactants needed to synthesize it. The reactants are: C(OC([NH:8][C:9]([C@@H:11]1[CH2:16][CH2:15][CH2:14][CH2:13][NH:12]1)=[O:10])=O)(C)(C)C.[ClH:17].O1CCOCC1. (7) Given the product [C:1]([O:5][C:6]([N:8]1[CH2:12][CH2:11][C@H:10]([N:13]([C:14]2[CH:19]=[CH:18][C:17]([F:20])=[C:16]([Cl:21])[CH:15]=2)[C:22]2[CH:27]=[CH:26][CH:25]=[C:24]([C:36]#[N:37])[N:23]=2)[CH2:9]1)=[O:7])([CH3:4])([CH3:3])[CH3:2], predict the reactants needed to synthesize it. The reactants are: [C:1]([O:5][C:6]([N:8]1[CH2:12][CH2:11][C@H:10]([N:13]([C:22]2[CH:27]=[CH:26][CH:25]=[C:24](Br)[N:23]=2)[C:14]2[CH:19]=[CH:18][C:17]([F:20])=[C:16]([Cl:21])[CH:15]=2)[CH2:9]1)=[O:7])([CH3:4])([CH3:3])[CH3:2].C(OCC)(=O)C.O.[CH3:36][N:37](C)C=O. (8) Given the product [CH2:1]([N:3]([CH2:6][C:7]1[S:11][C:10]([C:12]2[O:16][N:15]=[C:14]([C:17]3[CH:22]=[CH:21][C:20]([CH2:23][CH2:24][NH:34][CH2:33][CH2:31][OH:32])=[CH:19][CH:18]=3)[N:13]=2)=[CH:9][C:8]=1[CH3:30])[CH2:4][CH3:5])[CH3:2], predict the reactants needed to synthesize it. The reactants are: [CH2:1]([N:3]([CH2:6][C:7]1[S:11][C:10]([C:12]2[O:16][N:15]=[C:14]([C:17]3[CH:22]=[CH:21][C:20]([CH2:23][CH2:24]OS(C)(=O)=O)=[CH:19][CH:18]=3)[N:13]=2)=[CH:9][C:8]=1[CH3:30])[CH2:4][CH3:5])[CH3:2].[CH2:31]([CH2:33][NH2:34])[OH:32].